This data is from Forward reaction prediction with 1.9M reactions from USPTO patents (1976-2016). The task is: Predict the product of the given reaction. (1) Given the reactants [Br:1][C:2]1[CH:3]=[C:4]([C:12](=[O:17])[C:13]([F:16])([F:15])[F:14])[CH:5]=[C:6]([C:8]([CH3:11])([CH3:10])[CH3:9])[CH:7]=1.[Si]([C:22]([F:25])([F:24])[F:23])(C)(C)C.[F-].[Cs+], predict the reaction product. The product is: [Br:1][C:2]1[CH:3]=[C:4]([C:12]([OH:17])([C:22]([F:25])([F:24])[F:23])[C:13]([F:15])([F:16])[F:14])[CH:5]=[C:6]([C:8]([CH3:9])([CH3:10])[CH3:11])[CH:7]=1. (2) Given the reactants [CH3:1][CH:2]1[CH2:7][CH2:6][CH:5]([NH2:8])[CH2:4][CH2:3]1.[CH2:9]1[CH2:15][S:12](=[O:14])(=[O:13])[O:11][CH2:10]1, predict the reaction product. The product is: [CH3:1][CH:2]1[CH2:7][CH2:6][CH:5]([NH:8][CH2:10][CH2:9][CH2:15][S:12]([OH:14])(=[O:13])=[O:11])[CH2:4][CH2:3]1. (3) Given the reactants [NH:1]1[C:11]2[C:6](=[CH:7][CH:8]=[CH:9][CH:10]=2)[C:4](=O)[C:2]1=[O:3], predict the reaction product. The product is: [NH:1]1[C:11]2[C:6](=[CH:7][CH:8]=[CH:9][CH:10]=2)[CH2:4][C:2]1=[O:3]. (4) Given the reactants [CH3:1][O:2][C:3]1[CH:8]=[CH:7][C:6]([CH2:9][CH2:10][CH2:11]OS(C)(=O)=O)=[CH:5][CH:4]=1.[N-:17]=[N+:18]=[N-:19].[Na+], predict the reaction product. The product is: [CH3:1][O:2][C:3]1[CH:8]=[CH:7][C:6]([CH2:9][CH2:10][CH2:11][N:17]=[N+:18]=[N-:19])=[CH:5][CH:4]=1.